From a dataset of Reaction yield outcomes from USPTO patents with 853,638 reactions. Predict the reaction yield, written as a fraction of the theoretical maximum amount of product (1.0 means a 100% yield; for example, 0.34 means a 34% yield). (1) The reactants are [Cl:1][C:2]1[CH:3]=[CH:4][C:5]([O:28][CH3:29])=[C:6]([C:8]2[C:12]([NH:13][C:14]([C:16]3[CH:17]=[N:18][N:19]4[CH:24]=[CH:23][CH:22]=[N:21][C:20]=34)=[O:15])=[CH:11][N:10]([CH2:25][CH2:26]Cl)[N:9]=2)[CH:7]=1.Cl.[NH2:31][CH:32]1[CH2:36][CH2:35][O:34][CH2:33]1.C(N(CC)C(C)C)(C)C. The catalyst is CN1CCCC1=O. The product is [Cl:1][C:2]1[CH:3]=[CH:4][C:5]([O:28][CH3:29])=[C:6]([C:8]2[C:12]([NH:13][C:14]([C:16]3[CH:17]=[N:18][N:19]4[CH:24]=[CH:23][CH:22]=[N:21][C:20]=34)=[O:15])=[CH:11][N:10]([CH2:25][CH2:26][NH:31][CH:32]3[CH2:36][CH2:35][O:34][CH2:33]3)[N:9]=2)[CH:7]=1. The yield is 0.300. (2) The reactants are C[O:2][C:3]([C:5]1[N:6]([C:27]2[CH:32]=[CH:31][CH:30]=[CH:29][C:28]=2[C:33]([F:36])([F:35])[F:34])[S:7](=[O:26])(=[O:25])[C:8]2[CH:24]=[CH:23][CH:22]=[CH:21][C:9]=2[C:10]=1[C:11]1[CH:16]=[C:15]([O:17][CH3:18])[CH:14]=[C:13]([O:19][CH3:20])[CH:12]=1)=[O:4].O.[OH-].[Li+]. The catalyst is CO.O. The product is [CH3:18][O:17][C:15]1[CH:16]=[C:11]([C:10]2[C:9]3[CH:21]=[CH:22][CH:23]=[CH:24][C:8]=3[S:7](=[O:26])(=[O:25])[N:6]([C:27]3[CH:32]=[CH:31][CH:30]=[CH:29][C:28]=3[C:33]([F:36])([F:34])[F:35])[C:5]=2[C:3]([OH:4])=[O:2])[CH:12]=[C:13]([O:19][CH3:20])[CH:14]=1. The yield is 0.660.